From a dataset of Forward reaction prediction with 1.9M reactions from USPTO patents (1976-2016). Predict the product of the given reaction. (1) Given the reactants [CH3:1][C:2]1(C)[O:7]C2C=CC([C@H](O)CNCCCCCCOCCCCC3C=C(S(N)(=O)=O)C=CC=3)=CC=2C[O:3]1.CC1(C)[O:44][C:43]2[CH:45]=[CH:46][C:47]([CH:49]([OH:73])[CH2:50][NH:51][CH2:52][CH2:53][CH2:54][CH2:55][CH2:56][CH2:57][O:58][CH2:59][CH2:60][CH2:61][CH2:62][C:63]3[CH:64]=[C:65]([S:69]([NH2:72])(=[O:71])=[O:70])[CH:66]=[CH:67][CH:68]=3)=[CH:48][C:42]=2[CH2:41][O:40]1, predict the reaction product. The product is: [C:2]([OH:7])(=[O:3])[CH3:1].[OH:73][C@@H:49]([C:47]1[CH:46]=[CH:45][C:43]([OH:44])=[C:42]([CH2:41][OH:40])[CH:48]=1)[CH2:50][NH:51][CH2:52][CH2:53][CH2:54][CH2:55][CH2:56][CH2:57][O:58][CH2:59][CH2:60][CH2:61][CH2:62][C:63]1[CH:64]=[C:65]([S:69]([NH2:72])(=[O:71])=[O:70])[CH:66]=[CH:67][CH:68]=1. (2) Given the reactants [NH2:1][C:2]1[N:7]=[C:6]([S:8]([CH3:10])=O)[C:5]([C:11]#[N:12])=[C:4]([C:13]2[O:14][CH:15]=[C:16]([CH3:18])[CH:17]=2)[N:3]=1.[N:19]1[CH:24]=[CH:23][CH:22]=[CH:21][C:20]=1[CH2:25]CS.C1CCN2C(=NCCC2)CC1, predict the reaction product. The product is: [NH2:1][C:2]1[N:3]=[C:4]([C:13]2[O:14][CH:15]=[C:16]([CH3:18])[CH:17]=2)[C:5]([C:11]#[N:12])=[C:6]([S:8][CH2:10][CH2:25][C:20]2[CH:21]=[CH:22][CH:23]=[CH:24][N:19]=2)[N:7]=1.